From a dataset of Full USPTO retrosynthesis dataset with 1.9M reactions from patents (1976-2016). Predict the reactants needed to synthesize the given product. (1) Given the product [CH3:30][N:26]1[C@@H:25]([CH2:24][C:6]2[C:7]3[CH:8]=[C:9]([CH2:13][CH2:14][S:15]([C:18]4[CH:19]=[CH:20][CH:21]=[CH:22][CH:23]=4)(=[O:16])=[O:17])[CH:10]=[CH:11][C:12]=3[NH:4][CH:5]=2)[CH2:29][CH2:28][CH2:27]1, predict the reactants needed to synthesize it. The reactants are: C([N:4]1[C:12]2[C:7](=[CH:8][C:9]([CH2:13][CH2:14][S:15]([C:18]3[CH:23]=[CH:22][CH:21]=[CH:20][CH:19]=3)(=[O:17])=[O:16])=[CH:10][CH:11]=2)[C:6]([CH2:24][C@H:25]2[CH2:29][CH2:28][CH2:27][N:26]2[CH3:30])=[CH:5]1)(=O)C.CC(C)=O.C(=O)([O-])[O-].[K+].[K+]. (2) The reactants are: Br[C:2]1[CH:3]=[C:4]([CH:8]=[CH:9][C:10]=1[CH3:11])[C:5]([OH:7])=[O:6].[Li]CCCC.CN([CH:20]=[O:21])C. Given the product [CH:20]([C:2]1[CH:3]=[C:4]([CH:8]=[CH:9][C:10]=1[CH3:11])[C:5]([OH:7])=[O:6])=[O:21], predict the reactants needed to synthesize it. (3) Given the product [Br:23][CH2:8][C:5]1[CH:6]=[CH:7][C:2]([Cl:1])=[CH:3][C:4]=1[O:10][C:11]1[CH:16]=[CH:15][C:14]([S:17]([CH3:20])(=[O:19])=[O:18])=[CH:13][C:12]=1[Cl:21], predict the reactants needed to synthesize it. The reactants are: [Cl:1][C:2]1[CH:7]=[CH:6][C:5]([CH2:8]O)=[C:4]([O:10][C:11]2[CH:16]=[CH:15][C:14]([S:17]([CH3:20])(=[O:19])=[O:18])=[CH:13][C:12]=2[Cl:21])[CH:3]=1.P(Br)(Br)[Br:23]. (4) Given the product [O:1]1[CH:5]=[N:4][N:3]=[C:2]1[C:6]1[CH:11]=[CH:10][C:9]([N:12]2[C:16]([C:17]([OH:19])=[O:18])=[CH:15][C:14]([C:22]([CH3:25])([CH3:24])[CH3:23])=[N:13]2)=[CH:8][CH:7]=1, predict the reactants needed to synthesize it. The reactants are: [O:1]1[CH:5]=[N:4][N:3]=[C:2]1[C:6]1[CH:11]=[CH:10][C:9]([N:12]2[C:16]([C:17]([O:19]CC)=[O:18])=[CH:15][C:14]([C:22]([CH3:25])([CH3:24])[CH3:23])=[N:13]2)=[CH:8][CH:7]=1.C1COCC1.[OH-].[Li+].Cl. (5) Given the product [Cl:27][C:6]1[CH:7]=[CH:8][C:3]([O:2][CH3:1])=[C:4]([C:9]2[N:14]=[CH:13][N:12]=[C:11]([NH:15][C:16]3[CH:17]=[C:18]([CH2:22][S:23]([NH2:26])(=[O:25])=[O:24])[CH:19]=[CH:20][CH:21]=3)[N:10]=2)[CH:5]=1, predict the reactants needed to synthesize it. The reactants are: [CH3:1][O:2][C:3]1[CH:8]=[CH:7][CH:6]=[CH:5][C:4]=1[C:9]1[N:14]=[CH:13][N:12]=[C:11]([NH:15][C:16]2[CH:17]=[C:18]([CH2:22][S:23]([NH2:26])(=[O:25])=[O:24])[CH:19]=[CH:20][CH:21]=2)[N:10]=1.[Cl:27]C1C=CC(OC)=C(B(O)O)C=1. (6) Given the product [CH:29]1([CH2:28][C:27]([C:26]2[CH:13]([C:9]3[CH:10]=[C:11]([F:12])[C:2]([F:1])=[C:3]4[C:8]=3[O:7][C:6]([CH3:15])=[CH:5][C:4]4=[O:16])[C:19]([C:17]#[N:18])=[C:20]([CH3:21])[NH:24][C:25]=2[CH3:34])=[O:33])[CH2:32][CH2:31][CH2:30]1, predict the reactants needed to synthesize it. The reactants are: [F:1][C:2]1[C:11]([F:12])=[CH:10][C:9]([CH:13]=O)=[C:8]2[C:3]=1[C:4](=[O:16])[CH:5]=[C:6]([CH3:15])[O:7]2.[C:17]([CH:19]=[C:20]([O-])[CH3:21])#[N:18].[Na+].[NH2:24][C:25]([CH3:34])=[CH:26][C:27](=[O:33])[CH2:28][CH:29]1[CH2:32][CH2:31][CH2:30]1.C(O)(=O)C. (7) Given the product [NH2:20][CH2:19][CH:13]1[CH:12]2[CH2:15][CH2:16][N:9]([CH2:10][CH2:11]2)[CH:8]1[CH2:7][C:3]1[CH:2]=[N:1][CH:6]=[CH:5][CH:4]=1, predict the reactants needed to synthesize it. The reactants are: [N:1]1[CH:6]=[CH:5][CH:4]=[C:3]([CH2:7][CH:8]2[C:13](=O)[CH:12]3[CH2:15][CH2:16][N:9]2[CH2:10][CH2:11]3)[CH:2]=1.CN.[C:19]([BH3-])#[N:20].[Na+].[OH-].[K+]. (8) Given the product [O:1]1[CH2:5][CH2:4][CH:3]([N:6]2[CH2:11][CH2:10][C:9](=[O:12])[CH2:8][CH2:7]2)[CH2:2]1, predict the reactants needed to synthesize it. The reactants are: [O:1]1[CH2:5][CH2:4][CH:3]([N:6]2[CH2:11][CH2:10][CH:9]([OH:12])[CH2:8][CH2:7]2)[CH2:2]1.CC(OI1(OC(C)=O)(OC(C)=O)OC(=O)C2C1=CC=CC=2)=O. (9) Given the product [N:54]1[CH:55]=[CH:56][CH:57]=[CH:58][C:53]=1[NH:52][C:22]([C:21]1[CH:20]=[CH:19][C:18]([NH:17][C:15]([C:10]2[C:9]([C:6]3[CH:7]=[CH:8][C:3]([C:2]([F:1])([F:27])[F:28])=[CH:4][CH:5]=3)=[CH:14][CH:13]=[CH:12][CH:11]=2)=[O:16])=[CH:26][CH:25]=1)=[O:23], predict the reactants needed to synthesize it. The reactants are: [F:1][C:2]([F:28])([F:27])[C:3]1[CH:8]=[CH:7][C:6]([C:9]2[CH:14]=[CH:13][CH:12]=[CH:11][C:10]=2[C:15]([NH:17][C:18]2[CH:26]=[CH:25][C:21]([C:22](O)=[O:23])=[CH:20][CH:19]=2)=[O:16])=[CH:5][CH:4]=1.O.ON1C2C=CC=CC=2N=N1.CCN=C=NCCCN(C)C.Cl.[NH2:52][C:53]1[CH:58]=[CH:57][CH:56]=[CH:55][N:54]=1.